This data is from CYP2D6 inhibition data for predicting drug metabolism from PubChem BioAssay. The task is: Regression/Classification. Given a drug SMILES string, predict its absorption, distribution, metabolism, or excretion properties. Task type varies by dataset: regression for continuous measurements (e.g., permeability, clearance, half-life) or binary classification for categorical outcomes (e.g., BBB penetration, CYP inhibition). Dataset: cyp2d6_veith. (1) The compound is Cc1cccc(OCC(=O)N2CCC(N3CCCCCC3)CC2)c1. The result is 1 (inhibitor). (2) The drug is CC(C)=CCC/C(C)=C/CO/N=C1/C[C@@H](O)[C@@H](O)[C@H]2[C@@H]1CC[C@@H]1C(=O)N(C[C@@H]3CCCO3)C(=O)[C@H]12. The result is 0 (non-inhibitor). (3) The compound is Cn1c(=O)c(-c2cccc(C#N)c2)nc2cnc(Oc3ccccc3)nc21. The result is 0 (non-inhibitor). (4) The drug is COc1cccc2[nH]c3c(N4CC(C)CC(C)C4)ncnc3c12. The result is 1 (inhibitor). (5) The molecule is CCOC(=O)N1CCN(c2cc(N)c([N+](=O)[O-])cc2F)CC1. The result is 0 (non-inhibitor).